From a dataset of NCI-60 drug combinations with 297,098 pairs across 59 cell lines. Regression. Given two drug SMILES strings and cell line genomic features, predict the synergy score measuring deviation from expected non-interaction effect. (1) Cell line: ACHN. Drug 1: CC12CCC3C(C1CCC2O)C(CC4=C3C=CC(=C4)O)CCCCCCCCCS(=O)CCCC(C(F)(F)F)(F)F. Synergy scores: CSS=-3.85, Synergy_ZIP=0.635, Synergy_Bliss=-2.17, Synergy_Loewe=-7.54, Synergy_HSA=-5.46. Drug 2: C1=NNC2=C1C(=O)NC=N2. (2) Drug 1: C1=NC2=C(N1)C(=S)N=C(N2)N. Drug 2: C1CNP(=O)(OC1)N(CCCl)CCCl. Cell line: K-562. Synergy scores: CSS=36.7, Synergy_ZIP=-0.0584, Synergy_Bliss=-1.10, Synergy_Loewe=-22.0, Synergy_HSA=-0.765. (3) Drug 1: CC1=C(C(CCC1)(C)C)C=CC(=CC=CC(=CC(=O)O)C)C. Drug 2: C#CCC(CC1=CN=C2C(=N1)C(=NC(=N2)N)N)C3=CC=C(C=C3)C(=O)NC(CCC(=O)O)C(=O)O. Cell line: HL-60(TB). Synergy scores: CSS=72.8, Synergy_ZIP=-0.621, Synergy_Bliss=-1.90, Synergy_Loewe=4.29, Synergy_HSA=4.29.